This data is from Catalyst prediction with 721,799 reactions and 888 catalyst types from USPTO. The task is: Predict which catalyst facilitates the given reaction. Reactant: [CH2:1]([O:3][C:4](=[O:19])[NH:5][C:6]1[C:7]([N+:16]([O-:18])=[O:17])=[C:8]2[C:12](=[CH:13][CH:14]=1)[C:11](=O)[CH2:10][CH2:9]2)[CH3:2].[F:20][C:21]1[CH:27]=[CH:26][C:24]([NH2:25])=[CH:23][CH:22]=1.[B][B][B][B][B][B][B][B][B][B]. Product: [CH2:1]([O:3][C:4](=[O:19])[NH:5][C:6]1[C:7]([N+:16]([O-:18])=[O:17])=[C:8]2[C:12](=[CH:13][CH:14]=1)[CH:11]([NH:25][C:24]1[CH:26]=[CH:27][C:21]([F:20])=[CH:22][CH:23]=1)[CH2:10][CH2:9]2)[CH3:2]. The catalyst class is: 5.